From a dataset of Reaction yield outcomes from USPTO patents with 853,638 reactions. Predict the reaction yield, written as a fraction of the theoretical maximum amount of product (1.0 means a 100% yield; for example, 0.34 means a 34% yield). (1) The reactants are [CH3:1][C:2]1[C:7]([O:8][C:9]2[C:10]([NH:22][C:23]3[S:27][N:26]=[C:25]([C@H:28]4[CH2:32][O:31]C5(CCCCC5)[O:29]4)[N:24]=3)=[N:11][CH:12]=[C:13]([S:15][C:16]3[CH:21]=[CH:20][CH:19]=[CH:18][N:17]=3)[CH:14]=2)=[C:6]([CH3:38])[CH:5]=[CH:4][N:3]=1.[ClH:39].CCOCC. The catalyst is C(O)C. The product is [ClH:39].[CH3:1][C:2]1[C:7]([O:8][C:9]2[C:10]([NH:22][C:23]3[S:27][N:26]=[C:25]([C@H:28]([OH:29])[CH2:32][OH:31])[N:24]=3)=[N:11][CH:12]=[C:13]([S:15][C:16]3[CH:21]=[CH:20][CH:19]=[CH:18][N:17]=3)[CH:14]=2)=[C:6]([CH3:38])[CH:5]=[CH:4][N:3]=1. The yield is 0.619. (2) The reactants are [NH2:1][C:2]1[C:3]2[N:4]([C:8]([C@@H:28]3[CH2:33][CH2:32][CH2:31][CH2:30][NH:29]3)=[N:9][C:10]=2[C:11]2[CH:27]=[CH:26][C:14]([C:15]([NH:17][C:18]3[CH:23]=[C:22]([C:24]#[N:25])[CH:21]=[CH:20][N:19]=3)=[O:16])=[CH:13][CH:12]=2)[CH:5]=[CH:6][N:7]=1.[C:34](Cl)(=[O:37])[CH:35]=[CH2:36]. No catalyst specified. The product is [C:34]([N:29]1[CH2:30][CH2:31][CH2:32][CH2:33][C@H:28]1[C:8]1[N:4]2[CH:5]=[CH:6][N:7]=[C:2]([NH2:1])[C:3]2=[C:10]([C:11]2[CH:12]=[CH:13][C:14]([C:15]([NH:17][C:18]3[CH:23]=[C:22]([C:24]#[N:25])[CH:21]=[CH:20][N:19]=3)=[O:16])=[CH:26][CH:27]=2)[N:9]=1)(=[O:37])[CH:35]=[CH2:36]. The yield is 0.104. (3) The reactants are COC1C=CC(C([NH:24][C:25]2[O:26][CH2:27][C:28]([F:55])([F:54])[C@:29]([C:35]3[N:40]=[C:39]([NH:41][C:42]([C:44]4[C:49]([CH3:50])=[CH:48][C:47]([C:51]#[N:52])=[CH:46][N:45]=4)=[O:43])[CH:38]=[CH:37][C:36]=3[F:53])([CH2:31][CH2:32][O:33][CH3:34])[N:30]=2)(C2C=CC(OC)=CC=2)C2C=CC=CC=2)=CC=1.C(O)(C(F)(F)F)=O.C([SiH](CC)CC)C. The catalyst is ClCCl. The product is [NH2:24][C:25]1[O:26][CH2:27][C:28]([F:54])([F:55])[C@:29]([C:35]2[N:40]=[C:39]([NH:41][C:42]([C:44]3[C:49]([CH3:50])=[CH:48][C:47]([C:51]#[N:52])=[CH:46][N:45]=3)=[O:43])[CH:38]=[CH:37][C:36]=2[F:53])([CH2:31][CH2:32][O:33][CH3:34])[N:30]=1. The yield is 0.850. (4) The reactants are [CH:1]1([C:4]2[N:9]=[C:8]([C:10]3[C:18]4[C:13](=[CH:14][CH:15]=[C:16]([C:19]5[S:20][C:21]([C:24]6[CH:29]=[CH:28][CH:27]=[CH:26][CH:25]=6)=[N:22][N:23]=5)[CH:17]=4)[N:12](S(C4C=CC(C)=CC=4)(=O)=O)[CH:11]=3)[CH:7]=[N:6][CH:5]=2)[CH2:3][CH2:2]1.O1CCOCC1.[OH-].[Na+]. The catalyst is O. The product is [CH:1]1([C:4]2[N:9]=[C:8]([C:10]3[C:18]4[C:13](=[CH:14][CH:15]=[C:16]([C:19]5[S:20][C:21]([C:24]6[CH:29]=[CH:28][CH:27]=[CH:26][CH:25]=6)=[N:22][N:23]=5)[CH:17]=4)[NH:12][CH:11]=3)[CH:7]=[N:6][CH:5]=2)[CH2:3][CH2:2]1. The yield is 0.650. (5) The reactants are [H-].[Na+].[F:3][C:4]1[CH:11]=[CH:10][C:7]([CH2:8]N)=[CH:6][CH:5]=1.[F:12][C:13]1[CH:35]=[CH:34][C:16]([CH2:17][NH:18][C:19]([C:21]2[N:22]=[C:23]3[C:31]([C:32]#[N:33])=[CH:30][NH:29][N:24]3[C:25](=[O:28])[C:26]=2[OH:27])=[O:20])=[CH:15][CH:14]=1.FC1C=CC(CCl)=CC=1. The catalyst is CN(C=O)C. The product is [F:12][C:13]1[CH:14]=[CH:15][C:16]([CH2:17][NH:18][C:19]([C:21]2[N:22]=[C:23]3[C:31]([C:32]#[N:33])=[CH:30][N:29]([CH2:8][C:7]4[CH:10]=[CH:11][C:4]([F:3])=[CH:5][CH:6]=4)[N:24]3[C:25](=[O:28])[C:26]=2[OH:27])=[O:20])=[CH:34][CH:35]=1. The yield is 0.360. (6) The yield is 0.570. The product is [NH2:21][C:22]1[CH:27]=[C:26]([C:2]2[N:3]=[C:4]([NH:11][C:12]3[CH:13]=[C:14]4[C:18](=[CH:19][CH:20]=3)[NH:17][N:16]=[CH:15]4)[C:5]3[S:10][CH:9]=[CH:8][C:6]=3[N:7]=2)[CH:25]=[CH:24][CH:23]=1. The reactants are Cl[C:2]1[N:3]=[C:4]([NH:11][C:12]2[CH:13]=[C:14]3[C:18](=[CH:19][CH:20]=2)[NH:17][N:16]=[CH:15]3)[C:5]2[S:10][CH:9]=[CH:8][C:6]=2[N:7]=1.[NH2:21][C:22]1[CH:23]=[C:24](B(O)O)[CH:25]=[CH:26][CH:27]=1. The catalyst is CC(O)C(O)C.C1C=CC([P]([Pd]([P](C2C=CC=CC=2)(C2C=CC=CC=2)C2C=CC=CC=2)([P](C2C=CC=CC=2)(C2C=CC=CC=2)C2C=CC=CC=2)[P](C2C=CC=CC=2)(C2C=CC=CC=2)C2C=CC=CC=2)(C2C=CC=CC=2)C2C=CC=CC=2)=CC=1. (7) The reactants are [C:1]([C:5]1[CH:6]=[C:7]([CH:22]=[C:23]([C:25]([CH3:28])([CH3:27])[CH3:26])[CH:24]=1)[CH2:8][CH:9]1[CH2:14][CH:13]([C:15]([OH:17])=O)[CH2:12][CH2:11][N:10]1[C:18]([O:20][CH3:21])=[O:19])([CH3:4])([CH3:3])[CH3:2].N1(C(N2C=CN=C2)=O)C=CN=C1.[CH2:41]([O:43][C:44](=[O:49])[CH2:45][C:46]([O-:48])=O)[CH3:42].[K+].[Cl-].[Mg+2].[Cl-].Cl. The catalyst is CN1C2C(N=C(N)NC=2NCC1CNC1C=CC(C(NC(C(O)=O)CCC(O)=O)=O)=CC=1)=O.O.CC(OC)(C)C. The product is [C:25]([C:23]1[CH:22]=[C:7]([CH:6]=[C:5]([C:1]([CH3:2])([CH3:4])[CH3:3])[CH:24]=1)[CH2:8][C@H:9]1[CH2:14][C@H:13]([C:15](=[O:17])[CH2:45][C:44]([O:43][CH2:41][CH3:42])=[O:49])[CH2:12][CH2:11][N:10]1[C:18]([O:20][CH3:21])=[O:19])([CH3:28])([CH3:26])[CH3:27].[C:1]([C:5]1[CH:6]=[C:7]([CH:22]=[C:23]([C:25]([CH3:28])([CH3:27])[CH3:26])[CH:24]=1)[CH2:8][C@H:9]1[CH2:14][C@@H:13]([C:46](=[O:48])[CH2:45][C:44]([O:43][CH2:41][CH3:42])=[O:49])[CH2:12][CH2:11][N:10]1[C:18]([O:20][CH3:21])=[O:19])([CH3:3])([CH3:4])[CH3:2]. The yield is 0.170. (8) The reactants are C([O:3][CH:4](OCC)[C:5]1[N:9]([CH3:10])[N:8]=[C:7]([CH:11]([F:13])[F:12])[N:6]=1)C.Cl. The catalyst is O. The product is [F:13][CH:11]([F:12])[C:7]1[N:6]=[C:5]([CH:4]=[O:3])[N:9]([CH3:10])[N:8]=1. The yield is 0.563. (9) The reactants are [Cl:1][C:2]1[CH:3]=[N+:4]([O-])[CH:5]=[C:6]([O:8][CH3:9])[CH:7]=1.C[Si]([C:15]#[N:16])(C)C. The catalyst is CC#N. The product is [Cl:1][C:2]1[C:3]([C:15]#[N:16])=[N:4][CH:5]=[C:6]([O:8][CH3:9])[CH:7]=1. The yield is 0.946. (10) The reactants are [C:1]([O:5][C:6](=[O:21])[N:7]([CH2:19][CH3:20])[C:8]1[S:12][C:11]([C:13]2[CH:14]=[N:15][CH:16]=[CH:17][CH:18]=2)=[N:10][CH:9]=1)([CH3:4])([CH3:3])[CH3:2].[Cl:22]N1C(=O)CCC1=O. The catalyst is C(#N)C. The product is [C:1]([O:5][C:6](=[O:21])[N:7]([C:8]1[S:12][C:11]([C:13]2[CH:14]=[N:15][CH:16]=[CH:17][CH:18]=2)=[N:10][C:9]=1[Cl:22])[CH2:19][CH3:20])([CH3:4])([CH3:3])[CH3:2]. The yield is 0.670.